From a dataset of Forward reaction prediction with 1.9M reactions from USPTO patents (1976-2016). Predict the product of the given reaction. (1) Given the reactants S(=O)(=O)(O)O.[Cl:6][C:7]1[CH:8]=[C:9]([C:22]([O:24][CH2:25][CH3:26])=[O:23])[CH:10]=[N:11][C:12]=1[C:13]1[CH:18]=[CH:17][C:16]([O:19][CH3:20])=[C:15]([F:21])[CH:14]=1.[I:27]N1C(=O)CCC1=O.C([O-])(O)=O.[Na+], predict the reaction product. The product is: [Cl:6][C:7]1[CH:8]=[C:9]([C:22]([O:24][CH2:25][CH3:26])=[O:23])[CH:10]=[N:11][C:12]=1[C:13]1[CH:18]=[C:17]([I:27])[C:16]([O:19][CH3:20])=[C:15]([F:21])[CH:14]=1. (2) Given the reactants CC(OC(/N=N/C(OC(C)C)=O)=O)C.[NH2:15][C:16]1[C:24]2[C:19](=[N:20][C:21]([CH3:27])=[CH:22][C:23]=2[CH2:25][OH:26])[S:18][C:17]=1[C:28]([NH2:30])=[O:29].O[C:32]1[CH:40]=[CH:39][C:35]([C:36]([NH2:38])=[O:37])=[CH:34][CH:33]=1.C1C=CC(P(C2C=CC=CC=2)C2C=CC=CC=2)=CC=1, predict the reaction product. The product is: [NH2:15][C:16]1[C:24]2[C:19](=[N:20][C:21]([CH3:27])=[CH:22][C:23]=2[CH2:25][O:26][C:32]2[CH:40]=[CH:39][C:35]([C:36](=[O:37])[NH2:38])=[CH:34][CH:33]=2)[S:18][C:17]=1[C:28]([NH2:30])=[O:29]. (3) Given the reactants [C:1]([NH:8][C@H:9]([C:13]([OH:15])=O)[CH:10]([CH3:12])[CH3:11])([O:3][C:4]([CH3:7])([CH3:6])[CH3:5])=[O:2].CN1CCOCC1.ClC(OC)=O.[NH2:28][CH:29]1[C:35]2[CH:36]=[CH:37][CH:38]=[CH:39][C:34]=2[C:33](=[O:40])[N:32]([CH:41]([CH3:43])[CH3:42])[N:31]([CH3:44])[C:30]1=[O:45], predict the reaction product. The product is: [CH3:44][N:31]1[C:30](=[O:45])[CH:29]([NH:28][C:13](=[O:15])[C@@H:9]([NH:8][C:1]([O:3][C:4]([CH3:5])([CH3:6])[CH3:7])=[O:2])[CH:10]([CH3:11])[CH3:12])[C:35]2[CH:36]=[CH:37][CH:38]=[CH:39][C:34]=2[C:33](=[O:40])[N:32]1[CH:41]([CH3:43])[CH3:42]. (4) Given the reactants [C:1]([NH:5][C:6]1[N:7]=[C:8]([N:24]2[CH2:28][CH2:27][C@H:26]([OH:29])[CH2:25]2)[C:9]2[N:14]=[N:13][N:12](CC3C=CC(OC)=CC=3)[C:10]=2[N:11]=1)([CH3:4])([CH3:3])[CH3:2], predict the reaction product. The product is: [C:1]([NH:5][C:6]1[N:7]=[C:8]([N:24]2[CH2:28][CH2:27][C@H:26]([OH:29])[CH2:25]2)[C:9]2[N:14]=[N:13][NH:12][C:10]=2[N:11]=1)([CH3:4])([CH3:2])[CH3:3]. (5) Given the reactants [CH3:1][N:2]([CH:28]1[C:37]2[N:36]=[CH:35][CH:34]=[CH:33][C:32]=2[CH2:31][CH2:30][CH2:29]1)[CH2:3][C:4]([NH:6][C:7]1[CH:12]=[CH:11][CH:10]=[CH:9][C:8]=1[NH:13][C@H:14]1[CH2:19][CH2:18][C@H:17]([NH:20][C:21](=[O:27])[O:22][C:23]([CH3:26])([CH3:25])[CH3:24])[CH2:16][CH2:15]1)=O, predict the reaction product. The product is: [CH3:1][N:2]([CH2:3][C:4]1[N:13]([C@H:14]2[CH2:19][CH2:18][C@H:17]([NH:20][C:21](=[O:27])[O:22][C:23]([CH3:26])([CH3:25])[CH3:24])[CH2:16][CH2:15]2)[C:8]2[CH:9]=[CH:10][CH:11]=[CH:12][C:7]=2[N:6]=1)[CH:28]1[C:37]2[N:36]=[CH:35][CH:34]=[CH:33][C:32]=2[CH2:31][CH2:30][CH2:29]1. (6) Given the reactants [CH2:1]([N:8]1[CH:16]=[C:15]2[C:10]([CH:11]=[C:12]([C:17]3[CH:18]=[C:19]([CH:27]4[CH2:32][CH2:31][NH:30][CH2:29][CH2:28]4)[N:20]4[C:25]=3[C:24]([NH2:26])=[N:23][CH:22]=[N:21]4)[CH:13]=[CH:14]2)=[N:9]1)[C:2]1[CH:7]=[CH:6][CH:5]=[CH:4][CH:3]=1.[CH3:33][S:34](Cl)(=[O:36])=[O:35].C(N(CC)CC)C, predict the reaction product. The product is: [CH2:1]([N:8]1[CH:16]=[C:15]2[C:10]([CH:11]=[C:12]([C:17]3[CH:18]=[C:19]([CH:27]4[CH2:32][CH2:31][N:30]([S:34]([CH3:33])(=[O:36])=[O:35])[CH2:29][CH2:28]4)[N:20]4[C:25]=3[C:24]([NH2:26])=[N:23][CH:22]=[N:21]4)[CH:13]=[CH:14]2)=[N:9]1)[C:2]1[CH:3]=[CH:4][CH:5]=[CH:6][CH:7]=1.